This data is from Forward reaction prediction with 1.9M reactions from USPTO patents (1976-2016). The task is: Predict the product of the given reaction. Given the reactants [CH3:1][C:2]1[CH:3]=[C:4]([N:19]2[CH:23]=[C:22]([C:24]3[CH2:29][CH2:28][CH:27]([C:30]([O:32]CC)=[O:31])[CH2:26][CH:25]=3)[N:21]=[CH:20]2)[CH:5]=[C:6]([NH:8][C:9]2[N:14]=[C:13]([C:15]([F:18])([F:17])[F:16])[CH:12]=[CH:11][N:10]=2)[CH:7]=1.[OH-].[Na+].Cl, predict the reaction product. The product is: [CH3:1][C:2]1[CH:3]=[C:4]([N:19]2[CH:23]=[C:22]([C:24]3[CH2:29][CH2:28][CH:27]([C:30]([OH:32])=[O:31])[CH2:26][CH:25]=3)[N:21]=[CH:20]2)[CH:5]=[C:6]([NH:8][C:9]2[N:14]=[C:13]([C:15]([F:18])([F:16])[F:17])[CH:12]=[CH:11][N:10]=2)[CH:7]=1.